Dataset: Full USPTO retrosynthesis dataset with 1.9M reactions from patents (1976-2016). Task: Predict the reactants needed to synthesize the given product. (1) Given the product [C:36]([O:35][C:33]([NH:32][CH:10]([CH2:11][C:12]1[C:20]2[C:15](=[CH:16][CH:17]=[CH:18][CH:19]=2)[N:14]([CH2:21][C:22]2[CH:27]=[CH:26][C:25]([C:28]([CH3:31])([CH3:30])[CH3:29])=[CH:24][CH:23]=2)[CH:13]=1)[C:9]([NH:75][O:74][C:55]([C:62]1[CH:67]=[CH:66][CH:65]=[CH:64][CH:63]=1)([C:68]1[CH:69]=[CH:70][CH:71]=[CH:72][CH:73]=1)[C:56]1[CH:61]=[CH:60][CH:59]=[CH:58][CH:57]=1)=[O:8])=[O:34])([CH3:38])([CH3:39])[CH3:37], predict the reactants needed to synthesize it. The reactants are: C([O:8][C:9](=O)[CH:10]([NH:32][C:33]([O:35][C:36]([CH3:39])([CH3:38])[CH3:37])=[O:34])[CH2:11][C:12]1[C:20]2[C:15](=[CH:16][CH:17]=[CH:18][CH:19]=2)[N:14]([CH2:21][C:22]2[CH:27]=[CH:26][C:25]([C:28]([CH3:31])([CH3:30])[CH3:29])=[CH:24][CH:23]=2)[CH:13]=1)C1C=CC=CC=1.[OH-].[Na+].CCN=C=NCCCN(C)C.Cl.[C:55]([O:74][NH2:75])([C:68]1[CH:73]=[CH:72][CH:71]=[CH:70][CH:69]=1)([C:62]1[CH:67]=[CH:66][CH:65]=[CH:64][CH:63]=1)[C:56]1[CH:61]=[CH:60][CH:59]=[CH:58][CH:57]=1. (2) Given the product [Cl:34][C:25]1[C:26]2[CH2:27][CH2:28][CH2:29][NH:30][C:31]=2[N:32]=[CH:33][C:24]=1[C:9]1[CH:10]=[C:11]([C:15]2([OH:21])[CH2:16][CH2:17][O:18][CH2:19][CH2:20]2)[CH:12]=[N:13][CH:14]=1, predict the reactants needed to synthesize it. The reactants are: CC1(C)C(C)(C)OB([C:9]2[CH:10]=[C:11]([C:15]3([OH:21])[CH2:20][CH2:19][O:18][CH2:17][CH2:16]3)[CH:12]=[N:13][CH:14]=2)O1.Br[C:24]1[C:25]([Cl:34])=[C:26]2[C:31](=[N:32][CH:33]=1)[NH:30][CH2:29][CH2:28][CH2:27]2. (3) Given the product [CH2:6]1[CH:1]2[C:16]([O:18][C:13](=[O:15])[CH:2]2[CH2:3][CH:4]2[C:10]([O:11][C:7](=[O:9])[CH:5]12)=[O:12])=[O:17], predict the reactants needed to synthesize it. The reactants are: [CH:1]1([C:16]([OH:18])=[O:17])[CH2:6][CH:5]([C:7]([OH:9])=O)[CH:4]([C:10]([OH:12])=[O:11])[CH2:3][CH:2]1[C:13]([OH:15])=O.C(OC(=O)C)(=O)C. (4) Given the product [N:55]1[C:56]2[C:65](=[CH:64][CH:63]=[C:62]3[C:57]=2[N:58]=[CH:59][CH:60]=[CH:61]3)[C:52]([C:13]2[CH:12]=[C:11]([C:24]3[N:25]=[C:26]([C:40]4[CH:41]=[CH:42][C:43]([C:46]([CH3:47])([CH3:48])[CH3:49])=[CH:44][CH:45]=4)[N:27]=[C:28]([C:30]4[CH:31]=[CH:32][C:33]([C:36]([CH3:39])([CH3:37])[CH3:38])=[CH:34][CH:35]=4)[N:29]=3)[CH:10]=[C:9]([C:61]3[C:62]4[C:57](=[C:56]5[C:65](=[CH:64][CH:63]=4)[CH:52]=[CH:53][CH:54]=[N:55]5)[N:58]=[CH:59][CH:60]=3)[CH:14]=2)=[CH:53][CH:54]=1, predict the reactants needed to synthesize it. The reactants are: CC1(C)C(C)(C)OB([C:9]2[CH:10]=[C:11]([C:24]3[N:29]=[C:28]([C:30]4[CH:35]=[CH:34][C:33]([C:36]([CH3:39])([CH3:38])[CH3:37])=[CH:32][CH:31]=4)[N:27]=[C:26]([C:40]4[CH:45]=[CH:44][C:43]([C:46]([CH3:49])([CH3:48])[CH3:47])=[CH:42][CH:41]=4)[N:25]=3)[CH:12]=[C:13](B3OC(C)(C)C(C)(C)O3)[CH:14]=2)O1.Br[C:52]1[C:65]2[C:56](=[C:57]3[C:62](=[CH:63][CH:64]=2)[CH:61]=[CH:60][CH:59]=[N:58]3)[N:55]=[CH:54][CH:53]=1.[Cl-].[Li+].C(=O)([O-])[O-].[Na+].[Na+]. (5) Given the product [CH3:1][O:2][C:3]([C@@H:5]([N:13]1[CH2:21][C:17]2[CH:18]=[CH:19][S:20][C:16]=2[CH2:15][CH2:14]1)[C:6]1[C:11]([Cl:12])=[CH:10][CH:9]=[CH:8][CH:7]=1)=[O:4].[BrH:22], predict the reactants needed to synthesize it. The reactants are: [CH3:1][O:2][C:3]([C@@H:5]([N:13]1[CH2:21][C:17]2[CH:18]=[CH:19][S:20][C:16]=2[CH2:15][CH2:14]1)[C:6]1[CH:7]=[CH:8][CH:9]=[CH:10][C:11]=1[Cl:12])=[O:4].[BrH:22]. (6) Given the product [Cl:47][C:43]1[CH:42]=[C:41]([C@@H:33]([O:34][CH:35]2[CH2:40][CH2:39][CH2:38][CH2:37][O:36]2)[CH2:32][N:8]([CH2:9][CH2:10][C:11]2[CH:12]=[CH:13][C:14]([C:17]3[CH:25]=[C:24]4[C:20]([C:21]([C:29]([NH:64][S:61]([CH3:60])(=[O:63])=[O:62])=[O:31])=[CH:22][N:23]4[CH:26]([CH3:28])[CH3:27])=[CH:19][CH:18]=3)=[CH:15][CH:16]=2)[C:6](=[O:7])[O:5][C:1]([CH3:4])([CH3:2])[CH3:3])[CH:46]=[CH:45][CH:44]=1, predict the reactants needed to synthesize it. The reactants are: [C:1]([O:5][C:6]([N:8]([CH2:32][C@@H:33]([C:41]1[CH:46]=[CH:45][CH:44]=[C:43]([Cl:47])[CH:42]=1)[O:34][CH:35]1[CH2:40][CH2:39][CH2:38][CH2:37][O:36]1)[CH2:9][CH2:10][C:11]1[CH:16]=[CH:15][C:14]([C:17]2[CH:25]=[C:24]3[C:20]([C:21]([C:29]([OH:31])=O)=[CH:22][N:23]3[CH:26]([CH3:28])[CH3:27])=[CH:19][CH:18]=2)=[CH:13][CH:12]=1)=[O:7])([CH3:4])([CH3:3])[CH3:2].C(N1C=CN=C1)(N1C=CN=C1)=O.[CH3:60][S:61]([NH2:64])(=[O:63])=[O:62].C1CCN2C(=NCCC2)CC1.Cl. (7) Given the product [C:19]([O:21][C:5]1[N:4]=[C:3]([I:17])[C:2]([Cl:1])=[C:14]([O:9][C:10]([CH3:13])([CH3:12])[CH3:11])[C:6]=1[C:7]([O:9][C:10]([CH3:13])([CH3:12])[CH3:11])=[O:8])([CH3:22])([CH3:20])[CH3:18], predict the reactants needed to synthesize it. The reactants are: [Cl:1][C:2]1[C:3]([I:17])=[N:4][C:5](F)=[C:6]([C:14]=1F)[C:7]([O:9][C:10]([CH3:13])([CH3:12])[CH3:11])=[O:8].[CH3:18][C:19]([CH3:22])([O-:21])[CH3:20].[K+].